Dataset: Full USPTO retrosynthesis dataset with 1.9M reactions from patents (1976-2016). Task: Predict the reactants needed to synthesize the given product. (1) Given the product [F:15][C:16]1[CH:21]=[CH:20][C:19]([N:5]2[C:6]([CH3:8])=[CH:7][C:2]([CH3:1])=[C:3]([C:10]([O:12][CH2:13][CH3:14])=[O:11])[C:4]2=[O:9])=[CH:18][CH:17]=1, predict the reactants needed to synthesize it. The reactants are: [CH3:1][C:2]1[CH:7]=[C:6]([CH3:8])[NH:5][C:4](=[O:9])[C:3]=1[C:10]([O:12][CH2:13][CH3:14])=[O:11].[F:15][C:16]1[CH:21]=[CH:20][C:19](B(O)O)=[CH:18][CH:17]=1.N1C=CC=CC=1. (2) Given the product [F:1][C:2]1[C:3]([N+:9]([O-:11])=[O:10])=[C:4]([NH:13][NH2:14])[CH:5]=[CH:6][CH:7]=1, predict the reactants needed to synthesize it. The reactants are: [F:1][C:2]1[CH:7]=[CH:6][CH:5]=[C:4](F)[C:3]=1[N+:9]([O-:11])=[O:10].O.[NH2:13][NH2:14]. (3) The reactants are: [N:1]1[O:5][N:4]=[C:3]2[CH:6]=[C:7](B(O)O)[CH:8]=[CH:9][C:2]=12.Br[C:14]1[CH:15]=[C:16]([N:20]([CH3:22])[CH3:21])[CH:17]=[CH:18][CH:19]=1. Given the product [N:1]1[O:5][N:4]=[C:3]2[CH:6]=[C:7]([C:14]3[CH:15]=[C:16]([N:20]([CH3:22])[CH3:21])[CH:17]=[CH:18][CH:19]=3)[CH:8]=[CH:9][C:2]=12, predict the reactants needed to synthesize it. (4) Given the product [CH2:12]([O:11][C:10](=[O:16])[NH:9][C:7]1[CH:6]=[CH:5][CH:4]=[C:3]([CH2:2][O:29]/[N:28]=[C:21](\[C:19]#[N:20])/[C:22]2[CH:27]=[CH:26][CH:25]=[CH:24][CH:23]=2)[N:8]=1)[CH2:13][C:14]#[CH:15], predict the reactants needed to synthesize it. The reactants are: Cl[CH2:2][C:3]1[N:8]=[C:7]([NH:9][C:10](=[O:16])[O:11][CH2:12][CH2:13][C:14]#[CH:15])[CH:6]=[CH:5][CH:4]=1.[I-].[K+].[C:19](/[C:21](=[N:28]\[O-:29])/[C:22]1[CH:27]=[CH:26][CH:25]=[CH:24][CH:23]=1)#[N:20].[Na+]. (5) Given the product [C:1]([O:5][C:6]([N:8]1[CH2:28][CH2:27][C:12]2=[C:13]([N:20]3[CH2:21][CH:22]([C:24]([N:71]4[CH2:72][CH2:73][CH:69]([C:67]#[CH:68])[CH2:70]4)=[O:25])[CH2:23]3)[N:14]3[C:18]([N:19]=[C:11]2[CH2:10][CH2:9]1)=[CH:17][CH:16]=[N:15]3)=[O:7])([CH3:4])([CH3:3])[CH3:2], predict the reactants needed to synthesize it. The reactants are: [C:1]([O:5][C:6]([N:8]1[CH2:28][CH2:27][C:12]2=[C:13]([N:20]3[CH2:23][CH:22]([C:24](O)=[O:25])[CH2:21]3)[N:14]3[C:18]([N:19]=[C:11]2[CH2:10][CH2:9]1)=[CH:17][CH:16]=[N:15]3)=[O:7])([CH3:4])([CH3:3])[CH3:2].CN(C(ON1N=NC2C=CC=CC1=2)=[N+](C)C)C.[B-](F)(F)(F)F.CCN(C(C)C)C(C)C.FC(F)(F)C([O-])=O.[C:67]([CH:69]1[CH2:73][CH2:72][NH2+:71][CH2:70]1)#[CH:68]. (6) Given the product [C:28]([O:32][C:33]([N:16]1[C:11]2([CH2:15][CH2:14][O:13][CH2:12]2)[C:9]2[O:10][C:4]3[CH:3]=[C:2]([I:1])[CH:7]=[CH:6][C:5]=3[C:8]=2[CH2:18][CH2:17]1)=[O:34])([CH3:31])([CH3:30])[CH3:29], predict the reactants needed to synthesize it. The reactants are: [I:1][C:2]1[CH:7]=[CH:6][C:5]2[C:8]3[CH2:18][CH2:17][NH:16][C:11]4([CH2:15][CH2:14][O:13][CH2:12]4)[C:9]=3[O:10][C:4]=2[CH:3]=1.C(N(CC)C(C)C)(C)C.[C:28]([O:32][C:33](O[C:33]([O:32][C:28]([CH3:31])([CH3:30])[CH3:29])=[O:34])=[O:34])([CH3:31])([CH3:30])[CH3:29]. (7) Given the product [F:40][C:38]1[CH:37]=[CH:36][C:35]([CH3:41])=[C:34]([CH:39]=1)[O:33][C:17]1[N:18]([C:27]2[CH:28]=[CH:29][CH:30]=[CH:31][CH:32]=2)[C:19]2[CH:24]=[C:23]([O:25][CH3:26])[N:22]=[CH:21][C:20]=2[C:16]=1[C:14]([N:11]1[CH2:10][CH2:9][NH:8][CH2:13][CH2:12]1)=[O:15], predict the reactants needed to synthesize it. The reactants are: C(OC([N:8]1[CH2:13][CH2:12][N:11]([C:14]([C:16]2[C:20]3[CH:21]=[N:22][C:23]([O:25][CH3:26])=[CH:24][C:19]=3[N:18]([C:27]3[CH:32]=[CH:31][CH:30]=[CH:29][CH:28]=3)[C:17]=2[O:33][C:34]2[CH:39]=[C:38]([F:40])[CH:37]=[CH:36][C:35]=2[CH3:41])=[O:15])[CH2:10][CH2:9]1)=O)(C)(C)C.Cl.Cl.Cl.FC1C=CC(C)=C(C=1)OC1N(C2C=CC=CC=2)C2C=C(OC)N=CC=2C=1C(N1CCNCC1)=O. (8) Given the product [O:1]1[C:5]([C:6]2[C:14]3[C:9](=[CH:10][CH:11]=[C:12]([C:15]([OH:17])=[O:16])[CH:13]=3)[NH:8][N:7]=2)=[CH:4][C:3]2[CH:19]=[CH:20][CH:21]=[CH:22][C:2]1=2, predict the reactants needed to synthesize it. The reactants are: [O:1]1[C:5]([C:6]2[C:14]3[C:9](=[CH:10][CH:11]=[C:12]([C:15]([O:17]C)=[O:16])[CH:13]=3)[NH:8][N:7]=2)=[CH:4][C:3]2[CH:19]=[CH:20][CH:21]=[CH:22][C:2]1=2.[OH-].[Na+].